This data is from Catalyst prediction with 721,799 reactions and 888 catalyst types from USPTO. The task is: Predict which catalyst facilitates the given reaction. (1) Reactant: [Cl:1][C:2]1[C:7]([CH3:8])=[CH:6][C:5]([NH:9][CH:10]2[CH2:15][CH2:14][N:13]([C@H:16]3[CH2:21][CH2:20][C@H:19]([O:22][CH3:23])[CH2:18][CH2:17]3)[CH2:12][CH2:11]2)=[C:4]([N+:24]([O-])=O)[CH:3]=1.O.NN. Product: [NH2:24][C:4]1[CH:3]=[C:2]([Cl:1])[C:7]([CH3:8])=[CH:6][C:5]=1[NH:9][CH:10]1[CH2:11][CH2:12][N:13]([C@H:16]2[CH2:21][CH2:20][C@H:19]([O:22][CH3:23])[CH2:18][CH2:17]2)[CH2:14][CH2:15]1. The catalyst class is: 171. (2) The catalyst class is: 6. Product: [Cl:1][C:2]1[N:7]([CH2:17][C:16]2[CH:19]=[CH:20][C:13]([O:12][CH3:11])=[CH:14][CH:15]=2)[C:6](=[O:8])[N:5]([CH3:9])[C:4](=[O:10])[CH:3]=1. Reactant: [Cl:1][C:2]1[NH:7][C:6](=[O:8])[N:5]([CH3:9])[C:4](=[O:10])[CH:3]=1.[CH3:11][O:12][C:13]1[CH:20]=[CH:19][C:16]([CH2:17]Cl)=[CH:15][CH:14]=1.C([O-])([O-])=O.[K+].[K+].CC(N(C)C)=O.